From a dataset of Forward reaction prediction with 1.9M reactions from USPTO patents (1976-2016). Predict the product of the given reaction. (1) Given the reactants [C:1]([OH:12])(=O)/[CH:2]=[CH:3]/[CH2:4][CH2:5][CH2:6][CH2:7][CH2:8][CH2:9][CH3:10].[CH3:13][N:14]([CH3:19])[CH2:15][CH2:16][CH2:17][NH2:18], predict the reaction product. The product is: [CH3:13][N:14]([CH3:19])[CH2:15][CH2:16][CH2:17][NH:18][C:1](=[O:12])/[CH:2]=[CH:3]/[CH2:4][CH2:5][CH2:6][CH2:7][CH2:8][CH2:9][CH3:10]. (2) Given the reactants I[C:2]1[N:3]=[CH:4][N:5]2[CH:9]=[CH:8][S:7][C:6]=12.[N:10]([CH2:13][CH2:14][S:15][C:16]1[CH:17]=[N:18][CH:19]=[C:20]([CH:22]=[O:23])[CH:21]=1)=[N+:11]=[N-:12], predict the reaction product. The product is: [N:10]([CH2:13][CH2:14][S:15][C:16]1[CH:21]=[C:20]([C:22]([C:2]2[N:3]=[CH:4][N:5]3[CH:9]=[CH:8][S:7][C:6]=23)=[O:23])[CH:19]=[N:18][CH:17]=1)=[N+:11]=[N-:12]. (3) Given the reactants [C:1]1([CH:7]([C:24]2[CH:29]=[CH:28][CH:27]=[CH:26][CH:25]=2)[N:8]2[CH2:13][CH2:12][N:11](C(OC(C)(C)C)=O)[CH2:10][CH:9]2[CH2:21][O:22][CH3:23])[CH:6]=[CH:5][CH:4]=[CH:3][CH:2]=1.O, predict the reaction product. The product is: [C:24]1([CH:7]([C:1]2[CH:6]=[CH:5][CH:4]=[CH:3][CH:2]=2)[N:8]2[CH2:13][CH2:12][NH:11][CH2:10][CH:9]2[CH2:21][O:22][CH3:23])[CH:25]=[CH:26][CH:27]=[CH:28][CH:29]=1.